From a dataset of Peptide-MHC class I binding affinity with 185,985 pairs from IEDB/IMGT. Regression. Given a peptide amino acid sequence and an MHC pseudo amino acid sequence, predict their binding affinity value. This is MHC class I binding data. (1) The peptide sequence is RRWIQLGLQK. The MHC is HLA-B18:01 with pseudo-sequence HLA-B18:01. The binding affinity (normalized) is 0. (2) The binding affinity (normalized) is 0.0303. The peptide sequence is LPFHRWHTM. The MHC is HLA-A30:02 with pseudo-sequence HLA-A30:02. (3) The peptide sequence is MAIHRSLTK. The MHC is HLA-B14:02 with pseudo-sequence HLA-B14:02. The binding affinity (normalized) is 0.213. (4) The peptide sequence is VMFNGVTFST. The MHC is HLA-A02:01 with pseudo-sequence HLA-A02:01. The binding affinity (normalized) is 0.802. (5) The peptide sequence is ALGYTTEEI. The MHC is HLA-A02:01 with pseudo-sequence HLA-A02:01. The binding affinity (normalized) is 0.462. (6) The peptide sequence is MHYGYNRAN. The MHC is HLA-A24:03 with pseudo-sequence HLA-A24:03. The binding affinity (normalized) is 0.0847.